This data is from Full USPTO retrosynthesis dataset with 1.9M reactions from patents (1976-2016). The task is: Predict the reactants needed to synthesize the given product. (1) Given the product [NH2:8][C:9]1[CH2:10][C:11]([C:33]([N:46]([CH2:45][CH:44]([OH:43])[CH3:50])[CH2:47][CH2:48][CH3:49])=[O:34])=[CH:12][C:13]2[CH:19]=[CH:18][C:17]([C:20]3[CH:21]=[CH:22][C:23]([C:26]([N:28]4[CH2:32][CH2:31][CH2:30][CH2:29]4)=[O:27])=[CH:24][CH:25]=3)=[CH:16][C:14]=2[N:15]=1, predict the reactants needed to synthesize it. The reactants are: C(OC([NH:8][C:9]1[CH2:10][C:11]([C:33](O)=[O:34])=[CH:12][C:13]2[CH:19]=[CH:18][C:17]([C:20]3[CH:25]=[CH:24][C:23]([C:26]([N:28]4[CH2:32][CH2:31][CH2:30][CH2:29]4)=[O:27])=[CH:22][CH:21]=3)=[CH:16][C:14]=2[N:15]=1)=O)(C)(C)C.[Si]([O:43][CH:44]([CH3:50])[CH2:45][NH:46][CH2:47][CH2:48][CH3:49])(C(C)(C)C)(C)C. (2) Given the product [Br:9][C:4]1[CH:3]=[C:2]([C:13]2[CH:14]=[CH:15][N:10]=[CH:11][CH:12]=2)[CH:7]=[C:6]([F:8])[CH:5]=1, predict the reactants needed to synthesize it. The reactants are: Br[C:2]1[CH:7]=[C:6]([F:8])[CH:5]=[C:4]([Br:9])[CH:3]=1.[N:10]1[CH:15]=[CH:14][C:13](B(O)O)=[CH:12][CH:11]=1.C([O-])([O-])=O.[K+].[K+]. (3) Given the product [CH3:26][C:27]([CH3:32])=[CH:28][C:29]([N:1]1[C:7]2[CH:8]=[CH:9][CH:10]=[CH:11][C:6]=2[CH2:5][N:4]([C:12]([O:14][C:15]([CH3:18])([CH3:17])[CH3:16])=[O:13])[CH2:3][CH2:2]1)=[O:30], predict the reactants needed to synthesize it. The reactants are: [NH:1]1[C:7]2[CH:8]=[CH:9][CH:10]=[CH:11][C:6]=2[CH2:5][N:4]([C:12]([O:14][C:15]([CH3:18])([CH3:17])[CH3:16])=[O:13])[CH2:3][CH2:2]1.C(N(CC)CC)C.[CH3:26][C:27]([CH3:32])=[CH:28][C:29](Cl)=[O:30]. (4) Given the product [Cl:1][C:2]1[CH:3]=[C:4]([C:8]2[CH:17]=[C:16]([C:18]3[CH2:23][CH2:22][N:21]([CH2:36][C:37]([O:39][CH2:40][CH3:41])=[O:38])[CH2:20][CH:19]=3)[C:15]([O:24][CH3:25])=[C:14]3[C:9]=2[CH:10]=[N:11][C:12]([N:26]([CH3:27])[CH3:28])=[N:13]3)[CH:5]=[CH:6][CH:7]=1, predict the reactants needed to synthesize it. The reactants are: [Cl:1][C:2]1[CH:3]=[C:4]([C:8]2[CH:17]=[C:16]([C:18]3[CH2:23][CH2:22][NH:21][CH2:20][CH:19]=3)[C:15]([O:24][CH3:25])=[C:14]3[C:9]=2[CH:10]=[N:11][C:12]([N:26]([CH3:28])[CH3:27])=[N:13]3)[CH:5]=[CH:6][CH:7]=1.C(=O)([O-])[O-].[K+].[K+].Br[CH2:36][C:37]([O:39][CH2:40][CH3:41])=[O:38].[Cl-].[NH4+]. (5) The reactants are: C[Sn](N=[N+]=[N-])(C)C.[CH3:8][CH2:9][CH2:10][CH2:11][C:12]1[N:16]([CH2:17][C:18]2[CH:23]=[CH:22][C:21]([C:24]3[C:29]([C:30]4[N:34]=[N:33][N:32](C(C5C=CC=CC=5)(C5C=CC=CC=5)C5C=CC=CC=5)[N:31]=4)=[CH:28][CH:27]=[CH:26][CH:25]=3)=[CH:20][CH:19]=2)[C:15]([CH2:54][OH:55])=[C:14]([Cl:56])[N:13]=1. Given the product [CH3:8][CH2:9][CH2:10][CH2:11][C:12]1[N:16]([CH2:17][C:18]2[CH:23]=[CH:22][C:21]([C:24]3[CH:25]=[CH:26][CH:27]=[CH:28][C:29]=3[C:30]3[N:34]=[N:33][NH:32][N:31]=3)=[CH:20][CH:19]=2)[C:15]([CH2:54][OH:55])=[C:14]([Cl:56])[N:13]=1, predict the reactants needed to synthesize it. (6) The reactants are: [N+:1]([O-:4])(O)=[O:2].[S:5]1(=[O:15])(=[O:14])[C:9]2[CH:10]=[CH:11][CH:12]=[CH:13][C:8]=2[CH:7]=[CH:6]1. Given the product [N+:1]([C:11]1[CH:12]=[CH:13][C:8]2[CH:7]=[CH:6][S:5](=[O:15])(=[O:14])[C:9]=2[CH:10]=1)([O-:4])=[O:2], predict the reactants needed to synthesize it.